From a dataset of Catalyst prediction with 721,799 reactions and 888 catalyst types from USPTO. Predict which catalyst facilitates the given reaction. (1) Reactant: CC(C)[O-].[Al+3].CC(C)[O-].CC(C)[O-].[Cl:14][CH2:15][C:16](=[O:37])[C@@H:17]([NH:26][C:27](=[O:36])[O:28][CH2:29][C:30]1[CH:35]=[CH:34][CH:33]=[CH:32][CH:31]=1)[CH2:18][S:19][C:20]1[CH:25]=[CH:24][CH:23]=[CH:22][CH:21]=1.Cl. Product: [Cl:14][CH2:15][C@@H:16]([OH:37])[C@@H:17]([NH:26][C:27](=[O:36])[O:28][CH2:29][C:30]1[CH:31]=[CH:32][CH:33]=[CH:34][CH:35]=1)[CH2:18][S:19][C:20]1[CH:25]=[CH:24][CH:23]=[CH:22][CH:21]=1. The catalyst class is: 32. (2) Product: [C:7]([O:11][C:12](=[O:28])[C:13]([CH2:21][CH2:22][CH2:23][CH2:24][CH2:25][C:26]#[N:27])([C:30]1[S:34][N:33]=[C:32]([CH3:35])[N:31]=1)[C:14]([O:16][C:17]([CH3:18])([CH3:19])[CH3:20])=[O:15])([CH3:9])([CH3:8])[CH3:10]. Reactant: CC(C)([O-])C.[K+].[C:7]([O:11][C:12](=[O:28])[CH:13]([CH2:21][CH2:22][CH2:23][CH2:24][CH2:25][C:26]#[N:27])[C:14]([O:16][C:17]([CH3:20])([CH3:19])[CH3:18])=[O:15])([CH3:10])([CH3:9])[CH3:8].Cl[C:30]1[S:34][N:33]=[C:32]([CH3:35])[N:31]=1. The catalyst class is: 7.